Task: Predict which catalyst facilitates the given reaction.. Dataset: Catalyst prediction with 721,799 reactions and 888 catalyst types from USPTO (1) Reactant: [CH3:1][C@H:2]1[CH2:7][NH:6][CH2:5][CH2:4][N:3]1[C:8]([O:10][C:11]([CH3:14])([CH3:13])[CH3:12])=[O:9].[O:15]1[CH2:18][C:17](=O)[CH2:16]1.C(O[BH-](OC(=O)C)OC(=O)C)(=O)C.[Na+]. Product: [CH3:1][C@H:2]1[CH2:7][N:6]([CH:17]2[CH2:18][O:15][CH2:16]2)[CH2:5][CH2:4][N:3]1[C:8]([O:10][C:11]([CH3:13])([CH3:12])[CH3:14])=[O:9]. The catalyst class is: 417. (2) Product: [Br:17][C:18]1[CH:19]=[CH:20][C:21]([N:26]([CH2:31][CH3:32])[CH2:27][CH:28]([CH3:29])[CH3:30])=[C:22](/[CH:23]=[CH:11]/[C:12]([O:14][CH2:15][CH3:16])=[O:13])[CH:25]=1. Reactant: [H-].[Na+].C(OP([CH2:11][C:12]([O:14][CH2:15][CH3:16])=[O:13])(OCC)=O)C.[Br:17][C:18]1[CH:19]=[CH:20][C:21]([N:26]([CH2:31][CH3:32])[CH2:27][CH:28]([CH3:30])[CH3:29])=[C:22]([CH:25]=1)[CH:23]=O.O. The catalyst class is: 11. (3) Reactant: [NH2:1][C:2]1[CH:3]=[C:4]2[C:9](=[CH:10][CH:11]=1)[N:8]=[CH:7][N:6]=[C:5]2[NH:12][C:13]1[CH:18]=[CH:17][CH:16]=[C:15]([Br:19])[CH:14]=1.[C:20]1(=[O:26])[O:25][C:23](=[O:24])[CH:22]=[CH:21]1. Product: [Br:19][C:15]1[CH:14]=[C:13]([NH:12][C:5]2[C:4]3[C:9](=[CH:10][CH:11]=[C:2]([NH:1][C:20]([CH:21]=[CH:22][C:23]([OH:25])=[O:24])=[O:26])[CH:3]=3)[N:8]=[CH:7][N:6]=2)[CH:18]=[CH:17][CH:16]=1. The catalyst class is: 18.